From a dataset of Full USPTO retrosynthesis dataset with 1.9M reactions from patents (1976-2016). Predict the reactants needed to synthesize the given product. Given the product [CH3:8][C:6]1[C:5]([CH:9]([CH2:14][CH2:15][CH3:16])[C:10]([O:12][CH3:13])=[O:11])=[C:4]([C:17]2[CH:22]=[CH:21][C:20]([CH3:23])=[CH:19][CH:18]=2)[N:3]=[C:2]([NH:29][CH2:24][C:25]([CH3:28])([CH3:27])[CH3:26])[N:7]=1, predict the reactants needed to synthesize it. The reactants are: Cl[C:2]1[N:7]=[C:6]([CH3:8])[C:5]([CH:9]([CH2:14][CH2:15][CH3:16])[C:10]([O:12][CH3:13])=[O:11])=[C:4]([C:17]2[CH:22]=[CH:21][C:20]([CH3:23])=[CH:19][CH:18]=2)[N:3]=1.[CH2:24]([NH2:29])[C:25]([CH3:28])([CH3:27])[CH3:26].